Dataset: Forward reaction prediction with 1.9M reactions from USPTO patents (1976-2016). Task: Predict the product of the given reaction. (1) Given the reactants C(N(CC)CC)C.[C:8]([C:10]1[CH:18]=[C:17]2[C:13]([C:14]([CH:26]=[O:27])=[CH:15][N:16]2C(OC(C)(C)C)=O)=[CH:12][CH:11]=1)#[N:9].[CH:28](=[N:35][C:36]1[CH:41]=[CH:40][CH:39]=[C:38]([O:42][CH3:43])[CH:37]=1)[C:29]1[CH:34]=[CH:33][CH:32]=[CH:31][CH:30]=1, predict the reaction product. The product is: [CH3:43][O:42][C:38]1[CH:37]=[C:36]([NH:35][CH:28]([C:29]2[CH:34]=[CH:33][CH:32]=[CH:31][CH:30]=2)[C:26]([C:14]2[C:13]3[C:17](=[CH:18][C:10]([C:8]#[N:9])=[CH:11][CH:12]=3)[NH:16][CH:15]=2)=[O:27])[CH:41]=[CH:40][CH:39]=1. (2) Given the reactants [NH2:1][C:2]1[CH:3]=[C:4]2[C:8](=[CH:9][CH:10]=1)[NH:7][CH:6]=[CH:5]2.[CH2:11]([CH2:15][C:16](=O)[CH3:17])[C:12]([CH3:14])=O.C(OCC)(=O)C, predict the reaction product. The product is: [CH3:17][C:16]1[N:1]([C:2]2[CH:3]=[C:4]3[C:8](=[CH:9][CH:10]=2)[NH:7][CH:6]=[CH:5]3)[C:12]([CH3:14])=[CH:11][CH:15]=1.